This data is from Forward reaction prediction with 1.9M reactions from USPTO patents (1976-2016). The task is: Predict the product of the given reaction. (1) Given the reactants [Cl-].[C:2]([CH:5]([NH3+:13])[CH2:6][C:7]1[S:8][CH:9]=[CH:10][C:11]=1[F:12])([OH:4])=[O:3].C(N(CC)CC)C.[C:21](O[C:21]([O:23][C:24]([CH3:27])([CH3:26])[CH3:25])=[O:22])([O:23][C:24]([CH3:27])([CH3:26])[CH3:25])=[O:22], predict the reaction product. The product is: [C:24]([O:23][C:21]([NH:13][CH:5]([CH2:6][C:7]1[S:8][CH:9]=[CH:10][C:11]=1[F:12])[C:2]([OH:4])=[O:3])=[O:22])([CH3:27])([CH3:26])[CH3:25]. (2) Given the reactants Cl.[F:2][C:3]1([F:9])[CH2:8][CH2:7][NH:6][CH2:5][CH2:4]1.C(N(CC)CC)C.[N:17]1[CH:22]=[CH:21][CH:20]=[C:19]([CH2:23][NH:24][C:25](=[O:37])[NH:26][C:27]2[CH:32]=[CH:31][C:30]([S:33](Cl)(=[O:35])=[O:34])=[CH:29][CH:28]=2)[CH:18]=1, predict the reaction product. The product is: [F:2][C:3]1([F:9])[CH2:8][CH2:7][N:6]([S:33]([C:30]2[CH:31]=[CH:32][C:27]([NH:26][C:25]([NH:24][CH2:23][C:19]3[CH:18]=[N:17][CH:22]=[CH:21][CH:20]=3)=[O:37])=[CH:28][CH:29]=2)(=[O:34])=[O:35])[CH2:5][CH2:4]1. (3) Given the reactants Br[CH2:2][C:3]1[N:4]=[CH:5][S:6][C:7]=1[CH2:8]Br.Cl.[CH3:11][NH:12][NH:13][CH3:14].C(N(CC)CC)C, predict the reaction product. The product is: [CH3:11][N:12]1[CH2:2][C:3]2[N:4]=[CH:5][S:6][C:7]=2[CH2:8][N:13]1[CH3:14]. (4) Given the reactants [O:1]=[S:2]1(=[O:21])[CH2:7][CH2:6][CH2:5][CH2:4][N:3]1[C:8]1[CH:16]=[C:15]([C:17]([O:19][CH3:20])=[O:18])[CH:14]=[C:13]2[C:9]=1[CH:10]=[CH:11][NH:12]2.CCN(CC)CC.[C:29](O[C:29]([O:31][C:32]([CH3:35])([CH3:34])[CH3:33])=[O:30])([O:31][C:32]([CH3:35])([CH3:34])[CH3:33])=[O:30], predict the reaction product. The product is: [O:21]=[S:2]1(=[O:1])[CH2:7][CH2:6][CH2:5][CH2:4][N:3]1[C:8]1[CH:16]=[C:15]([C:17]([O:19][CH3:20])=[O:18])[CH:14]=[C:13]2[C:9]=1[CH:10]=[CH:11][N:12]2[C:29]([O:31][C:32]([CH3:35])([CH3:34])[CH3:33])=[O:30]. (5) Given the reactants FC1C=C(C=C(C2C=CN=CC=2)C=1)CCC1C=CC(N2CCN(S(C(F)(F)F)(=O)=O)CC2)=CC=1.[F:35][C:36]1[CH:37]=[C:38]([CH:56]=[C:57]([C:59]2[CH:64]=[CH:63][N:62]=[CH:61][CH:60]=2)[CH:58]=1)/[CH:39]=[CH:40]/[C:41]1[CH:46]=[CH:45][C:44]([N:47]2[CH2:52][CH2:51][N:50]([C:53](=[O:55])[CH3:54])[CH2:49][CH2:48]2)=[CH:43][CH:42]=1, predict the reaction product. The product is: [F:35][C:36]1[CH:37]=[C:38]([CH:56]=[C:57]([C:59]2[CH:60]=[CH:61][N:62]=[CH:63][CH:64]=2)[CH:58]=1)[CH2:39][CH2:40][C:41]1[CH:46]=[CH:45][C:44]([N:47]2[CH2:52][CH2:51][N:50]([C:53](=[O:55])[CH3:54])[CH2:49][CH2:48]2)=[CH:43][CH:42]=1. (6) Given the reactants C(OC([N:8]1[CH2:12][CH2:11][CH2:10][CH:9]1[C:13](=[O:35])[NH:14][C:15]1[CH:20]=[CH:19][C:18]([C:21]2[CH:26]=[CH:25][CH:24]=[CH:23][C:22]=2[S:27](=[O:34])(=[O:33])[NH:28][C:29]([CH3:32])([CH3:31])[CH3:30])=[CH:17][N:16]=1)=O)(C)(C)C.FC(F)(F)C(O)=O, predict the reaction product. The product is: [C:29]([NH:28][S:27]([C:22]1[CH:23]=[CH:24][CH:25]=[CH:26][C:21]=1[C:18]1[CH:19]=[CH:20][C:15]([NH:14][C:13]([CH:9]2[CH2:10][CH2:11][CH2:12][NH:8]2)=[O:35])=[N:16][CH:17]=1)(=[O:34])=[O:33])([CH3:32])([CH3:30])[CH3:31]. (7) Given the reactants [F:1][C:2]1[CH:7]=[CH:6][CH:5]=[C:4]([F:8])[C:3]=1[C:9]1[N:14]=[C:13]([C:15]([NH:17][C:18]2[C:19]([N:27]3[CH2:32][CH2:31][CH2:30][C@H:29]([NH:33]C(=O)OC(C)(C)C)[CH2:28]3)=[C:20]3[CH2:26][CH2:25][CH2:24][C:21]3=[N:22][CH:23]=2)=[O:16])[CH:12]=[CH:11][C:10]=1[F:41].C(O)(C(F)(F)F)=O, predict the reaction product. The product is: [NH2:33][C@H:29]1[CH2:30][CH2:31][CH2:32][N:27]([C:19]2[C:18]([NH:17][C:15]([C:13]3[CH:12]=[CH:11][C:10]([F:41])=[C:9]([C:3]4[C:4]([F:8])=[CH:5][CH:6]=[CH:7][C:2]=4[F:1])[N:14]=3)=[O:16])=[CH:23][N:22]=[C:21]3[CH2:24][CH2:25][CH2:26][C:20]=23)[CH2:28]1. (8) Given the reactants [CH2:1]([NH:3][C:4]([NH:6][C:7]1[N:12]=[CH:11][C:10]([C:13]2[CH:14]=[N:15][CH:16]=[C:17]([C:19]([NH:21][NH2:22])=[O:20])[CH:18]=2)=[C:9]([N:23]2[CH:27]=[CH:26][C:25]([C:28]([F:31])([F:30])[F:29])=[N:24]2)[CH:8]=1)=[O:5])[CH3:2].CCN(C(C)C)C(C)C.[C:41]([O:45][C:46]([NH:48][C@@H:49]([CH:53]([CH3:55])[CH3:54])[C:50](O)=O)=[O:47])([CH3:44])([CH3:43])[CH3:42].CN(C(ON1N=NC2C=CC=NC1=2)=[N+](C)C)C.F[P-](F)(F)(F)(F)F.C1CCN2C(=NCCC2)CC1.C1(P(C2C=CC=CC=2)C2C=CC=CC=2)C=CC=CC=1.C(Cl)(Cl)(Cl)Cl, predict the reaction product. The product is: [CH2:1]([NH:3][C:4](=[O:5])[NH:6][C:7]1[N:12]=[CH:11][C:10]([C:13]2[CH:14]=[N:15][CH:16]=[C:17]([C:19]3[O:20][C:50]([C@@H:49]([NH:48][C:46](=[O:47])[O:45][C:41]([CH3:42])([CH3:43])[CH3:44])[CH:53]([CH3:54])[CH3:55])=[N:22][N:21]=3)[CH:18]=2)=[C:9]([N:23]2[CH:27]=[CH:26][C:25]([C:28]([F:31])([F:30])[F:29])=[N:24]2)[CH:8]=1)[CH3:2].